From a dataset of Catalyst prediction with 721,799 reactions and 888 catalyst types from USPTO. Predict which catalyst facilitates the given reaction. (1) The catalyst class is: 6. Reactant: [CH:1]1[C:10]2[C:5](=[CH:6][CH:7]=[CH:8][CH:9]=2)[CH:4]=[CH:3][C:2]=1[N:11]1[C:18](=O)[C@H:17]2[NH:20][C:21](=O)[C@@H:12]1[CH2:13][CH:14]=[CH:15][CH2:16]2.C1COCC1.C(OCC)C. Product: [CH:1]1[C:10]2[C:5](=[CH:6][CH:7]=[CH:8][CH:9]=2)[CH:4]=[CH:3][C:2]=1[N:11]1[CH2:18][C@H:17]2[NH:20][CH2:21][C@@H:12]1[CH2:13][CH:14]=[CH:15][CH2:16]2. (2) Reactant: COC(C)(C)C.O.[C:8]([O:11][CH:12]([O:16][C:17]([CH3:19])=[S:18])[CH:13]([CH3:15])[CH3:14])(=[O:10])[CH3:9]. Product: [C:8]([O:11][C@@H:12]([O:16][C:17]([CH3:19])=[S:18])[CH:13]([CH3:15])[CH3:14])(=[O:10])[CH3:9]. The catalyst class is: 81. (3) Reactant: [Cl:1][C:2]1[CH:3]=[C:4]2[C:9](=[C:10](Cl)[CH:11]=1)[CH2:8][N:7]([CH3:13])[CH2:6][C@H:5]2[C:14]1[CH:19]=[CH:18][CH:17]=[CH:16][C:15]=1[N:20]1[C:24](=[O:25])[CH2:23][CH2:22][C:21]1=[O:26].[H][H]. Product: [ClH:1].[CH3:13][N:7]1[CH2:6][C@@H:5]([C:14]2[CH:19]=[CH:18][CH:17]=[CH:16][C:15]=2[N:20]2[C:21](=[O:26])[CH2:22][CH2:23][C:24]2=[O:25])[C:4]2[C:9](=[CH:10][CH:11]=[CH:2][CH:3]=2)[CH2:8]1. The catalyst class is: 43. (4) Reactant: [CH3:1][O:2][C:3]1[CH:10]=[C:9]([CH2:11][CH:12]=C)[CH:8]=[CH:7][C:4]=1[C:5]#[N:6].Cl.[N:15]1([C:21](=[O:34])[CH2:22][C:23]2[CH:28]=[CH:27][C:26]([N:29]3[CH:33]=[N:32][N:31]=[N:30]3)=[CH:25][CH:24]=2)[CH2:20][CH2:19][NH:18][CH2:17][CH2:16]1.C([BH3-])#N.[Na+]. Product: [CH3:1][O:2][C:3]1[CH:10]=[C:9]([CH2:11][CH2:12][N:18]2[CH2:17][CH2:16][N:15]([C:21](=[O:34])[CH2:22][C:23]3[CH:24]=[CH:25][C:26]([N:29]4[CH:33]=[N:32][N:31]=[N:30]4)=[CH:27][CH:28]=3)[CH2:20][CH2:19]2)[CH:8]=[CH:7][C:4]=1[C:5]#[N:6]. The catalyst class is: 130.